From a dataset of Forward reaction prediction with 1.9M reactions from USPTO patents (1976-2016). Predict the product of the given reaction. (1) Given the reactants C([O:8][C:9]1[CH:10]=[C:11]([C:15]2([F:39])[CH2:20][CH2:19][N:18]([CH2:21][CH2:22][C:23]([CH2:32][C:33]3[CH:38]=[CH:37][CH:36]=[CH:35][CH:34]=3)([CH2:25][C:26]3[CH:31]=[CH:30][CH:29]=[CH:28][CH:27]=3)[OH:24])[CH2:17][CH2:16]2)[CH:12]=[CH:13][CH:14]=1)C1C=CC=CC=1.[ClH:40], predict the reaction product. The product is: [ClH:40].[CH2:32]([C:23]([CH2:25][C:26]1[CH:31]=[CH:30][CH:29]=[CH:28][CH:27]=1)([OH:24])[CH2:22][CH2:21][N:18]1[CH2:19][CH2:20][C:15]([F:39])([C:11]2[CH:12]=[CH:13][CH:14]=[C:9]([OH:8])[CH:10]=2)[CH2:16][CH2:17]1)[C:33]1[CH:38]=[CH:37][CH:36]=[CH:35][CH:34]=1. (2) Given the reactants [F:1][C:2]([F:25])([F:24])[C@H:3]1[CH2:8][CH2:7][C@H:6]([NH:9][C:10](=[O:23])[C:11]2[CH:16]=[C:15]([N+:17]([O-:19])=[O:18])[C:14]([NH:20][CH3:21])=[CH:13][C:12]=2Cl)[CH2:5][CH2:4]1.[CH:26]12[CH2:31][CH:30]1[CH2:29][NH:28][CH2:27]2.CCN(C(C)C)C(C)C, predict the reaction product. The product is: [F:1][C:2]([F:25])([F:24])[C@H:3]1[CH2:8][CH2:7][C@H:6]([NH:9][C:10](=[O:23])[C:11]2[C:16]([C:26]34[CH2:31][CH:30]3[CH2:29][NH:28][CH2:27]4)=[C:15]([N+:17]([O-:19])=[O:18])[C:14]([NH:20][CH3:21])=[CH:13][CH:12]=2)[CH2:5][CH2:4]1. (3) Given the reactants [N:1]([CH2:4][CH2:5][CH2:6][C:7]1([C:20]2[CH:25]=[CH:24][CH:23]=[CH:22][CH:21]=2)[NH:11][N:10]=[C:9]([C:12]2[CH:17]=[C:16]([F:18])[CH:15]=[CH:14][C:13]=2[F:19])[S:8]1)=[N+:2]=[N-:3].[C:26](N1C=CN=C1)([N:28]1[CH:32]=[CH:31][N:30]=[CH:29]1)=[O:27], predict the reaction product. The product is: [N:1]([CH2:4][CH2:5][CH2:6][C:7]1([C:20]2[CH:25]=[CH:24][CH:23]=[CH:22][CH:21]=2)[N:11]([C:26]([N:28]2[CH:32]=[CH:31][N:30]=[CH:29]2)=[O:27])[N:10]=[C:9]([C:12]2[CH:17]=[C:16]([F:18])[CH:15]=[CH:14][C:13]=2[F:19])[S:8]1)=[N+:2]=[N-:3]. (4) Given the reactants F[C:2]1[CH:7]=[CH:6][C:5]([CH3:8])=[CH:4][C:3]=1[S:9]([CH3:12])(=[O:11])=[O:10].[NH2:13][C:14]1[CH:18]=[CH:17][N:16]([CH3:19])[N:15]=1.Cl[C:21]1[C:30]2[C:25](=[CH:26][CH:27]=[C:28]([OH:31])[CH:29]=2)[N:24]=[CH:23][N:22]=1, predict the reaction product. The product is: [CH3:8][C:5]1[CH:6]=[CH:7][C:2]([O:31][C:28]2[CH:29]=[C:30]3[C:25](=[CH:26][CH:27]=2)[N:24]=[CH:23][N:22]=[C:21]3[NH:13][C:14]2[CH:18]=[CH:17][N:16]([CH3:19])[N:15]=2)=[C:3]([S:9]([CH3:12])(=[O:11])=[O:10])[CH:4]=1.